Dataset: Full USPTO retrosynthesis dataset with 1.9M reactions from patents (1976-2016). Task: Predict the reactants needed to synthesize the given product. (1) Given the product [CH3:13][O:12][C:11]1[CH:10]=[CH:9][C:8]2[NH:7][C:6](=[O:14])[C:5]3[S:15][CH:16]=[CH:17][C:4]=3[C:3]=2[C:2]=1[C:26]1[CH:25]=[CH:24][C:23]([NH:22][S:19]([CH3:18])(=[O:20])=[O:21])=[CH:28][CH:27]=1, predict the reactants needed to synthesize it. The reactants are: Br[C:2]1[C:3]2[C:4]3[CH:17]=[CH:16][S:15][C:5]=3[C:6](=[O:14])[NH:7][C:8]=2[CH:9]=[CH:10][C:11]=1[O:12][CH3:13].[CH3:18][S:19]([NH:22][C:23]1[CH:28]=[CH:27][C:26](B(O)O)=[CH:25][CH:24]=1)(=[O:21])=[O:20]. (2) Given the product [ClH:1].[ClH:22].[Cl:1][C:2]1[CH:7]=[C:6]([N:8]2[CH2:13][CH2:12][CH:11]([NH2:14])[CH2:10][CH2:9]2)[CH:5]=[CH:4][N:3]=1, predict the reactants needed to synthesize it. The reactants are: [Cl:1][C:2]1[CH:7]=[C:6]([N:8]2[CH2:13][CH2:12][CH:11]([NH:14]C(=O)OC(C)(C)C)[CH2:10][CH2:9]2)[CH:5]=[CH:4][N:3]=1.[ClH:22]. (3) Given the product [F:1][C:2]1[CH:10]=[C:9]([O:11][CH2:12][CH2:13][CH2:14][N:15]2[CH2:20][CH2:19][CH2:18][CH2:17][CH2:16]2)[CH:8]=[CH:7][C:3]=1[C:4]([NH:21][CH2:22][CH2:23][N:24]1[CH2:29][CH2:28][CH2:27][CH2:26][CH2:25]1)=[O:6], predict the reactants needed to synthesize it. The reactants are: [F:1][C:2]1[CH:10]=[C:9]([O:11][CH2:12][CH2:13][CH2:14][N:15]2[CH2:20][CH2:19][CH2:18][CH2:17][CH2:16]2)[CH:8]=[CH:7][C:3]=1[C:4]([OH:6])=O.[NH2:21][CH2:22][CH2:23][N:24]1[CH2:29][CH2:28][CH2:27][CH2:26][CH2:25]1.C(Cl)CCl.C1C=CC2N(O)N=NC=2C=1.C(N(C(C)C)CC)(C)C. (4) The reactants are: [CH3:1][C:2]1[CH:7]=[C:6]([CH3:8])[CH:5]=[CH:4][C:3]=1[N:9]1[CH2:14][CH2:13][N:12]([C:15]2[CH:16]=[C:17]([CH:21]3[CH2:30][C:29]([CH3:32])([CH3:31])[C:28]4[C:23](=[CH:24][CH:25]=[C:26]([C:33]([OH:35])=O)[CH:27]=4)[NH:22]3)[CH:18]=[CH:19][CH:20]=2)[CH2:11][CH2:10]1.[CH3:36][S:37]([NH2:40])(=[O:39])=[O:38]. Given the product [CH3:1][C:2]1[CH:7]=[C:6]([CH3:8])[CH:5]=[CH:4][C:3]=1[N:9]1[CH2:14][CH2:13][N:12]([C:15]2[CH:16]=[C:17]([CH:21]3[CH2:30][C:29]([CH3:31])([CH3:32])[C:28]4[C:23](=[CH:24][CH:25]=[C:26]([C:33]([NH:40][S:37]([CH3:36])(=[O:39])=[O:38])=[O:35])[CH:27]=4)[NH:22]3)[CH:18]=[CH:19][CH:20]=2)[CH2:11][CH2:10]1, predict the reactants needed to synthesize it.